The task is: Predict the product of the given reaction.. This data is from Forward reaction prediction with 1.9M reactions from USPTO patents (1976-2016). (1) Given the reactants [Cl:1][C:2]1[N:3]=[C:4]2[CH:9]=[CH:8][C:7]([C:10]#[C:11][C:12]3[N:16]([CH3:17])[N:15]=[C:14]([N:18]4[CH2:22][CH2:21][CH2:20][CH2:19]4)[N:13]=3)=[N:6][N:5]2[CH:23]=1, predict the reaction product. The product is: [Cl:1][C:2]1[N:3]=[C:4]2[CH:9]=[CH:8][C:7]([CH2:10][CH2:11][C:12]3[N:16]([CH3:17])[N:15]=[C:14]([N:18]4[CH2:19][CH2:20][CH2:21][CH2:22]4)[N:13]=3)=[N:6][N:5]2[CH:23]=1. (2) The product is: [CH3:1][O:2][C:3]1[C:4]([CH3:34])=[C:5]([C:25]([O:32][CH3:33])=[C:26]([O:30][CH3:31])[C:27]=1[O:28][CH3:29])[CH2:6][C:7]1[CH:8]=[CH:9][C:10]([O:17][CH2:18][C:19]2[CH:20]=[N:21][CH:22]=[CH:23][CH:24]=2)=[C:11]([CH:16]=1)[C:12]([OH:14])=[O:13]. Given the reactants [CH3:1][O:2][C:3]1[C:4]([CH3:34])=[C:5]([C:25]([O:32][CH3:33])=[C:26]([O:30][CH3:31])[C:27]=1[O:28][CH3:29])[CH2:6][C:7]1[CH:8]=[CH:9][C:10]([O:17][CH2:18][C:19]2[CH:20]=[N:21][CH:22]=[CH:23][CH:24]=2)=[C:11]([CH:16]=1)[C:12]([O:14]C)=[O:13].Cl, predict the reaction product. (3) Given the reactants [CH2:1]([O:8][CH2:9][C@H:10]([NH:14][C:15]([O:17][C:18]([CH3:21])([CH3:20])[CH3:19])=[O:16])[C:11](=O)[CH3:12])[C:2]1[CH:7]=[CH:6][CH:5]=[CH:4][CH:3]=1.[NH2:22][CH2:23][CH2:24][OH:25].CC(O)=O.[BH3-]C#N.[Na+], predict the reaction product. The product is: [CH2:1]([O:8][CH2:9][C@H:10]([NH:14][C:15]([O:17][C:18]([CH3:21])([CH3:20])[CH3:19])=[O:16])[CH:11]([NH:22][CH2:23][CH2:24][OH:25])[CH3:12])[C:2]1[CH:7]=[CH:6][CH:5]=[CH:4][CH:3]=1. (4) Given the reactants [CH3:1][C:2]1[S:9][C:8]2[CH:7]=[C:6]([C:10]([O:12]CC)=[O:11])[NH:5][C:4]=2[C:3]=1[N:15]([CH3:24])[S:16]([C:19]1[S:20][CH:21]=[CH:22][CH:23]=1)(=[O:18])=[O:17].O1CCCC1.[OH-].[Na+], predict the reaction product. The product is: [CH3:1][C:2]1[S:9][C:8]2[CH:7]=[C:6]([C:10]([OH:12])=[O:11])[NH:5][C:4]=2[C:3]=1[N:15]([CH3:24])[S:16]([C:19]1[S:20][CH:21]=[CH:22][CH:23]=1)(=[O:18])=[O:17]. (5) Given the reactants C([N:8](CC1C=CC=CC=1)[CH:9]([CH2:22][O:23][CH:24]([F:26])[F:25])[C:10]([NH:12][CH2:13][C:14]1[CH:19]=[CH:18][C:17]([F:20])=[C:16]([F:21])[CH:15]=1)=[O:11])C1C=CC=CC=1.C(N(CC)CC)C.C(OC(=O)C)(=O)C, predict the reaction product. The product is: [NH2:8][CH:9]([CH2:22][O:23][CH:24]([F:25])[F:26])[C:10]([NH:12][CH2:13][C:14]1[CH:19]=[CH:18][C:17]([F:20])=[C:16]([F:21])[CH:15]=1)=[O:11].